This data is from Catalyst prediction with 721,799 reactions and 888 catalyst types from USPTO. The task is: Predict which catalyst facilitates the given reaction. (1) Reactant: [CH3:1][O:2][C:3]1[CH:8]=[CH:7][C:6]([CH2:9][C:10](Cl)=[O:11])=[CH:5][CH:4]=1.C(#N)C.C[Si]([CH:20]=[N+:21]=[N-:22])(C)C.C(OCC)C. Product: [N+:21](=[CH:20][C:10](=[O:11])[CH2:9][C:6]1[CH:7]=[CH:8][C:3]([O:2][CH3:1])=[CH:4][CH:5]=1)=[N-:22]. The catalyst class is: 1. (2) Reactant: [C:1]1([NH:7][C:8]([C:10]2([C:13]([OH:15])=O)[CH2:12][CH2:11]2)=[O:9])[CH:6]=[CH:5][CH:4]=[CH:3][CH:2]=1.C[N:17](C(ON1N=NC2C=CC=NC1=2)=[N+](C)C)C.F[P-](F)(F)(F)(F)F.[CH2:40]([O:47][C:48]1[CH:57]=[C:56]2[C:51]([C:52]([O:58][C:59]3[CH:60]=[CH:61][C:62](N)=[N:63][CH:64]=3)=[CH:53][CH:54]=[N:55]2)=[CH:50][CH:49]=1)[C:41]1[CH:46]=[CH:45][CH:44]=[CH:43][CH:42]=1.C1CCN2C(=NCCC2)CC1. Product: [CH2:40]([O:47][C:48]1[CH:57]=[C:56]2[C:51]([C:52]([O:58][C:59]3[CH:60]=[CH:61][C:62]([N:7]([C:1]4[CH:2]=[CH:3][CH:4]=[CH:5][CH:6]=4)[C:8]([C:10]4([C:13]([NH2:17])=[O:15])[CH2:11][CH2:12]4)=[O:9])=[N:63][CH:64]=3)=[CH:53][CH:54]=[N:55]2)=[CH:50][CH:49]=1)[C:41]1[CH:42]=[CH:43][CH:44]=[CH:45][CH:46]=1. The catalyst class is: 2. (3) Reactant: [NH2:1][C:2]1[C:7]([CH2:8][C:9]2[CH:14]=[CH:13][CH:12]=[CH:11][CH:10]=2)=[N:6][C:5]([C:15]2[CH:20]=[CH:19][C:18]([O:21][CH3:22])=[CH:17][CH:16]=2)=[CH:4][N:3]=1.[C:23]1([CH2:29][C:30](Cl)=[O:31])[CH:28]=[CH:27][CH:26]=[CH:25][CH:24]=1.C(=O)(O)[O-].[Na+]. The catalyst class is: 537. Product: [CH2:8]([C:7]1[C:2]([NH:1][C:30](=[O:31])[CH2:29][C:23]2[CH:28]=[CH:27][CH:26]=[CH:25][CH:24]=2)=[N:3][CH:4]=[C:5]([C:15]2[CH:16]=[CH:17][C:18]([O:21][CH3:22])=[CH:19][CH:20]=2)[N:6]=1)[C:9]1[CH:10]=[CH:11][CH:12]=[CH:13][CH:14]=1. (4) Reactant: C(OC([N:8]1[CH2:17][CH2:16][C:15]2[C:10](=[CH:11][CH:12]=[C:13]([O:18][C:19]3[CH:24]=[CH:23][C:22]([C:25](=[O:27])[NH2:26])=[CH:21][N:20]=3)[CH:14]=2)[CH2:9]1)=O)(C)(C)C.C(Cl)Cl.C(O)(C(F)(F)F)=O.C([O-])([O-])=O.[K+].[K+]. Product: [CH2:9]1[C:10]2[C:15](=[CH:14][C:13]([O:18][C:19]3[CH:24]=[CH:23][C:22]([C:25]([NH2:26])=[O:27])=[CH:21][N:20]=3)=[CH:12][CH:11]=2)[CH2:16][CH2:17][NH:8]1. The catalyst class is: 22. (5) Reactant: Cl.[NH:2]1[CH2:7][CH2:6][CH:5]([N:8]2[C:12]3[CH:13]=[CH:14][CH:15]=[CH:16][C:11]=3[N:10]=[C:9]2[NH:17][C:18](=[O:25])[C:19]2[CH:24]=[CH:23][CH:22]=[N:21][CH:20]=2)[CH2:4][CH2:3]1.[C:26](Cl)(=[O:29])[CH:27]=[CH2:28]. Product: [C:26]([N:2]1[CH2:3][CH2:4][CH:5]([N:8]2[C:12]3[CH:13]=[CH:14][CH:15]=[CH:16][C:11]=3[N:10]=[C:9]2[NH:17][C:18](=[O:25])[C:19]2[CH:24]=[CH:23][CH:22]=[N:21][CH:20]=2)[CH2:6][CH2:7]1)(=[O:29])[CH:27]=[CH2:28]. The catalyst class is: 1. (6) Product: [Cl:1][C:2]1[CH:3]=[C:4]2[N:11]([CH2:14][CH3:15])[C@@H:10]([CH3:12])[CH2:9][N:5]2[C:6](=[O:8])[N:7]=1. The catalyst class is: 10. Reactant: [Cl:1][C:2]1[CH:3]=[C:4]2[NH:11][C@@H:10]([CH3:12])[CH2:9][N:5]2[C:6](=[O:8])[N:7]=1.I[CH2:14][CH3:15].C([O-])([O-])=O.[Cs+].[Cs+]. (7) Reactant: [Cl:1][C:2]1[C:3]([NH:16][CH:17]2[CH2:22][CH2:21][N:20](C(OC(C)(C)C)=O)[CH2:19][CH:18]2[CH2:30][CH3:31])=[N:4][C:5]([NH:8][C:9]2[C:10]([CH3:15])=[N:11][N:12]([CH3:14])[CH:13]=2)=[N:6][CH:7]=1.Cl.C(OCC)(=O)C. Product: [Cl:1][C:2]1[C:3]([NH:16][CH:17]2[CH2:22][CH2:21][NH:20][CH2:19][CH:18]2[CH2:30][CH3:31])=[N:4][C:5]([NH:8][C:9]2[C:10]([CH3:15])=[N:11][N:12]([CH3:14])[CH:13]=2)=[N:6][CH:7]=1. The catalyst class is: 2.